From a dataset of HIV replication inhibition screening data with 41,000+ compounds from the AIDS Antiviral Screen. Binary Classification. Given a drug SMILES string, predict its activity (active/inactive) in a high-throughput screening assay against a specified biological target. (1) The drug is O=C1c2ccccc2SCC2CCCN12. The result is 0 (inactive). (2) The drug is Cc1ccc(C2=C(O)C(=O)C(c3ccc(C)cc3)=C(O)C2=O)cc1. The result is 0 (inactive). (3) The drug is CCOC(=O)c1c(C)c(=O)cnc2c(C#N)cnn12. The result is 0 (inactive). (4) The compound is Cn1c(=O)c2nc3sc4ccccc4c(=N)n3c2n(C)c1=O. The result is 0 (inactive). (5) The drug is O=C1C(SCCO)=C(SCCO)C(=O)c2[nH]cnc21. The result is 0 (inactive). (6) The compound is CCOC(=O)C(Cc1c(-c2[nH]c3ccccc3c2CC(NC(=O)CNC(C)=O)C(=O)OCC)[nH]c2ccccc12)NC(=O)CNC(C)=O. The result is 0 (inactive).